This data is from Forward reaction prediction with 1.9M reactions from USPTO patents (1976-2016). The task is: Predict the product of the given reaction. (1) Given the reactants [O:1]1[CH2:5][CH2:4][O:3][CH:2]1[C:6]1[CH:7]=[CH:8][C:9]2[O:13][C:12]([C:14]([C:16]3[CH:21]=[CH:20][C:19]([F:22])=[CH:18][CH:17]=3)=O)=[CH:11][C:10]=2[CH:23]=1.O.NN.[OH-].[K+].[Na+].[Cl-], predict the reaction product. The product is: [O:1]1[CH2:5][CH2:4][O:3][CH:2]1[C:6]1[CH:7]=[CH:8][C:9]2[O:13][C:12]([CH2:14][C:16]3[CH:21]=[CH:20][C:19]([F:22])=[CH:18][CH:17]=3)=[CH:11][C:10]=2[CH:23]=1. (2) Given the reactants [OH:1][C:2]1[CH:10]=[CH:9][C:5]([C:6](O)=O)=[CH:4][N:3]=1.S(Cl)([Cl:13])=O, predict the reaction product. The product is: [OH:1][C:2]1[CH:10]=[CH:9][C:5]([CH2:6][Cl:13])=[CH:4][N:3]=1. (3) Given the reactants C[O:2][C:3](=[O:41])[C:4]1[CH:9]=[C:8]([O:10][C:11]2[CH:16]=[CH:15][C:14]([NH:17][S:18]([C:21]3[CH:26]=[CH:25][C:24]([CH3:27])=[CH:23][CH:22]=3)(=[O:20])=[O:19])=[C:13]([CH2:28][CH3:29])[CH:12]=2)[CH:7]=[CH:6][C:5]=1[NH:30][S:31]([C:34]1[CH:39]=[CH:38][C:37]([CH3:40])=[CH:36][CH:35]=1)(=[O:33])=[O:32], predict the reaction product. The product is: [CH2:28]([C:13]1[CH:12]=[C:11]([CH:16]=[CH:15][C:14]=1[NH:17][S:18]([C:21]1[CH:22]=[CH:23][C:24]([CH3:27])=[CH:25][CH:26]=1)(=[O:19])=[O:20])[O:10][C:8]1[CH:7]=[CH:6][C:5]([NH:30][S:31]([C:34]2[CH:35]=[CH:36][C:37]([CH3:40])=[CH:38][CH:39]=2)(=[O:33])=[O:32])=[C:4]([CH:9]=1)[C:3]([OH:41])=[O:2])[CH3:29]. (4) The product is: [Br:1][C:2]1[CH:3]=[C:4]2[C:8](=[CH:9][CH:10]=1)[C:7](=[O:11])[C:6]([Na:13])([C:14]([O:17][CH3:18])=[O:15])[CH2:5]2. Given the reactants [Br:1][C:2]1[CH:3]=[C:4]2[C:8](=[CH:9][CH:10]=1)[C:7](=[O:11])[CH2:6][CH2:5]2.[H-].[Na+:13].[C:14](=O)([O:17][CH3:18])[O:15]C.[OH-].[Na+], predict the reaction product.